The task is: Predict the reactants needed to synthesize the given product.. This data is from Full USPTO retrosynthesis dataset with 1.9M reactions from patents (1976-2016). (1) Given the product [CH3:17][O:16][C:13]1[N:14]=[CH:15][C:10]2[CH2:9][N:8]([S:30]([CH3:29])(=[O:32])=[O:31])[CH2:19][CH2:18][C:11]=2[N:12]=1, predict the reactants needed to synthesize it. The reactants are: C([N:8]1[CH2:19][CH2:18][C:11]2[N:12]=[C:13]([O:16][CH3:17])[N:14]=[CH:15][C:10]=2[CH2:9]1)C1C=CC=CC=1.CCN(C(C)C)C(C)C.[CH3:29][S:30](Cl)(=[O:32])=[O:31]. (2) Given the product [C:6]([Si:3]([O:10][CH2:11][CH:12]([CH2:15][O:16][C:17]1[CH:22]=[CH:21][C:20]([O:23][C:24]([F:27])([F:26])[F:25])=[CH:19][CH:18]=1)[CH2:13][I:1])([CH3:5])[CH3:4])([CH3:9])([CH3:8])[CH3:7], predict the reactants needed to synthesize it. The reactants are: [I:1]I.[Si:3]([O:10][CH2:11][CH:12]([CH2:15][O:16][C:17]1[CH:22]=[CH:21][C:20]([O:23][C:24]([F:27])([F:26])[F:25])=[CH:19][CH:18]=1)[CH2:13]O)([C:6]([CH3:9])([CH3:8])[CH3:7])([CH3:5])[CH3:4].N1C=CN=C1.C1(P(C2C=CC=CC=2)C2C=CC=CC=2)C=CC=CC=1. (3) Given the product [ClH:14].[C:4]1([CH:10]([CH3:13])[CH2:11][NH2:12])[CH:9]=[CH:8][CH:7]=[CH:6][CH:5]=1, predict the reactants needed to synthesize it. The reactants are: C(O)C.[C:4]1([CH:10]([CH3:13])[C:11]#[N:12])[CH:9]=[CH:8][CH:7]=[CH:6][CH:5]=1.[ClH:14].[H][H].